Dataset: Reaction yield outcomes from USPTO patents with 853,638 reactions. Task: Predict the reaction yield, written as a fraction of the theoretical maximum amount of product (1.0 means a 100% yield; for example, 0.34 means a 34% yield). (1) The reactants are OO.FC(F)(F)C([NH:7][C:8]1[CH:13]=[CH:12][C:11]([S:14][CH2:15][C:16]2[N:20]([CH2:21][CH2:22][CH3:23])[CH:19]=[N:18][CH:17]=2)=[CH:10][CH:9]=1)=O.O.O.O.O.O.S([O-])([O-])(=[O:33])=S.[Na+].[Na+].[OH-].[Na+].C(=O)([O-])[O-].[K+].[K+]. The catalyst is C(O)(=O)C.CO. The product is [CH2:21]([N:20]1[C:16]([CH2:15][S:14]([C:11]2[CH:12]=[CH:13][C:8]([NH2:7])=[CH:9][CH:10]=2)=[O:33])=[CH:17][N:18]=[CH:19]1)[CH2:22][CH3:23]. The yield is 0.660. (2) The reactants are [O:1]1[CH:5]=[CH:4][N:3]=[CH:2]1.B.C1COCC1.[Li]CCCC.[C:17]1([C:23]2[CH:24]=[C:25]3[C:29](=[CH:30][CH:31]=2)[CH2:28][CH:27]([CH:32]=[O:33])[CH2:26]3)[CH:22]=[CH:21][CH:20]=[CH:19][CH:18]=1. The catalyst is C1COCC1.CC(O)=O.CCO. The product is [O:1]1[CH:5]=[CH:4][N:3]=[C:2]1[CH:32]([CH:27]1[CH2:26][C:25]2[C:29](=[CH:30][CH:31]=[C:23]([C:17]3[CH:22]=[CH:21][CH:20]=[CH:19][CH:18]=3)[CH:24]=2)[CH2:28]1)[OH:33]. The yield is 0.580.